Dataset: Catalyst prediction with 721,799 reactions and 888 catalyst types from USPTO. Task: Predict which catalyst facilitates the given reaction. (1) Reactant: [Cl:1][C:2]1[CH:3]=[C:4]([S:10][CH:11]([CH3:19])[C:12](=O)[CH2:13][C:14]([O:16][CH3:17])=[O:15])[CH:5]=[C:6]([O:8][CH3:9])[CH:7]=1.CS(O)(=O)=O. The catalyst class is: 6. Product: [CH3:17][O:16][C:14](=[O:15])[CH2:13][C:12]1[C:3]2[C:2]([Cl:1])=[CH:7][C:6]([O:8][CH3:9])=[CH:5][C:4]=2[S:10][C:11]=1[CH3:19]. (2) Reactant: [IH:1].Cl[C:3]1[N:8]=[C:7]([CH3:9])[CH:6]=[C:5]([C:10]2[CH:15]=[CH:14][C:13]([C:16]([F:19])([F:18])[F:17])=[CH:12][CH:11]=2)[N:4]=1. Product: [I:1][C:3]1[N:8]=[C:7]([CH3:9])[CH:6]=[C:5]([C:10]2[CH:15]=[CH:14][C:13]([C:16]([F:19])([F:18])[F:17])=[CH:12][CH:11]=2)[N:4]=1. The catalyst class is: 2. (3) Reactant: [Cl:1][C:2]1[CH:7]=[CH:6][C:5]([CH:8](O)[C:9]2[CH:10]=[N:11][N:12]([CH:19]([CH3:21])[CH3:20])[C:13]=2[C:14]([O:16][CH2:17][CH3:18])=[O:15])=[CH:4][CH:3]=1.[NH2:23][C:24]1[CH:25]=[C:26]([Cl:32])[C:27](=[O:31])[N:28]([CH3:30])[CH:29]=1. Product: [Cl:32][C:26]1[C:27](=[O:31])[N:28]([CH3:30])[CH:29]=[C:24]([NH:23][CH:8]([C:5]2[CH:6]=[CH:7][C:2]([Cl:1])=[CH:3][CH:4]=2)[C:9]2[CH:10]=[N:11][N:12]([CH:19]([CH3:21])[CH3:20])[C:13]=2[C:14]([O:16][CH2:17][CH3:18])=[O:15])[CH:25]=1. The catalyst class is: 25. (4) Reactant: Cl[C:2]1[N:7]=[CH:6][C:5]([C:8]([OH:10])=[O:9])=[CH:4][N:3]=1.[NH:11]1[CH:15]=[CH:14][CH:13]=[N:12]1.C(=O)([O-])[O-].[Cs+].[Cs+]. Product: [N:11]1([C:2]2[N:7]=[CH:6][C:5]([C:8]([OH:10])=[O:9])=[CH:4][N:3]=2)[CH:15]=[CH:14][CH:13]=[N:12]1. The catalyst class is: 3. (5) Reactant: [CH3:1][S:2]([C:5]1[CH:23]=[CH:22][C:8]([CH:9]=[C:10]2[C:19]3[C:14](=[CH:15][CH:16]=[CH:17][CH:18]=3)[CH2:13][CH2:12]/[C:11]/2=[N:20]\[OH:21])=[CH:7][CH:6]=1)(=[O:4])=[O:3].[CH2:24](I)C.C(=O)([O-])[O-].[K+].[K+].CN(C)C=O. Product: [CH3:24][O:21]/[N:20]=[C:11]1/[C:10](=[CH:9][C:8]2[CH:7]=[CH:6][C:5]([S:2]([CH3:1])(=[O:4])=[O:3])=[CH:23][CH:22]=2)[C:19]2[C:14]([CH2:13][CH2:12]/1)=[CH:15][CH:16]=[CH:17][CH:18]=2. The catalyst class is: 46. (6) Reactant: [NH2:1][C:2]1[C:23]([F:24])=[CH:22][CH:21]=[CH:20][C:3]=1[C:4]([NH:6][CH:7]1[CH2:12][CH2:11][N:10]([CH2:13][C:14]2[CH:19]=[CH:18][CH:17]=[CH:16][CH:15]=2)[CH2:9][CH2:8]1)=[O:5].Cl[C:26](Cl)([O:28]C(=O)OC(Cl)(Cl)Cl)Cl. Product: [CH2:13]([N:10]1[CH2:11][CH2:12][CH:7]([N:6]2[C:4](=[O:5])[C:3]3[C:2](=[C:23]([F:24])[CH:22]=[CH:21][CH:20]=3)[NH:1][C:26]2=[O:28])[CH2:8][CH2:9]1)[C:14]1[CH:19]=[CH:18][CH:17]=[CH:16][CH:15]=1. The catalyst class is: 4. (7) Reactant: C(Cl)(=O)C(Cl)=O.[C:7]([OH:13])(=O)[CH2:8][CH2:9][C:10]#[CH:11].[Cl:14][C:15]1[CH:16]=[C:17]([NH:21][CH3:22])[CH:18]=[CH:19][CH:20]=1. Product: [Cl:14][C:15]1[CH:16]=[C:17]([N:21]([CH3:22])[C:7](=[O:13])[CH2:8][CH2:9][C:10]#[CH:11])[CH:18]=[CH:19][CH:20]=1. The catalyst class is: 2.